Dataset: Forward reaction prediction with 1.9M reactions from USPTO patents (1976-2016). Task: Predict the product of the given reaction. (1) Given the reactants [NH:1]1[CH2:5][CH2:4][C@@H:3]([OH:6])[CH2:2]1.CCN(C(C)C)C(C)C.[F:16][C:17]1[CH:18]=[C:19]([C@H:23]2[CH2:27][CH2:26][CH2:25][N:24]2[C:28]2[CH:29]=[CH:30][C:31]3[N:32]([C:34]([C:37]4[CH:42]=[CH:41][CH:40]=[C:39]([C:43]5[CH:48]=[CH:47][N:46]=[C:45](S(C)(=O)=O)[N:44]=5)[N:38]=4)=[CH:35][N:36]=3)[N:33]=2)[CH:20]=[CH:21][CH:22]=1, predict the reaction product. The product is: [F:16][C:17]1[CH:18]=[C:19]([C@H:23]2[CH2:27][CH2:26][CH2:25][N:24]2[C:28]2[CH:29]=[CH:30][C:31]3[N:32]([C:34]([C:37]4[N:38]=[C:39]([C:43]5[CH:48]=[CH:47][N:46]=[C:45]([N:1]6[CH2:5][CH2:4][C@@H:3]([OH:6])[CH2:2]6)[N:44]=5)[CH:40]=[CH:41][CH:42]=4)=[CH:35][N:36]=3)[N:33]=2)[CH:20]=[CH:21][CH:22]=1. (2) Given the reactants [CH3:1][N:2]([CH3:18])[C:3]([C:5]1[S:6][C:7]2[N:8]=[CH:9][N:10]=[C:11](S(C)(=O)=O)[C:12]=2[N:13]=1)=[O:4].[CH2:19]([O:21][C:22]1[CH:30]=[C:29]2[C:25]([CH:26]=[N:27][NH:28]2)=[CH:24][C:23]=1[NH2:31])[CH3:20], predict the reaction product. The product is: [CH2:19]([O:21][C:22]1[CH:30]=[C:29]2[C:25]([CH:26]=[N:27][NH:28]2)=[CH:24][C:23]=1[NH:31][C:11]1[C:12]2[N:13]=[C:5]([C:3]([N:2]([CH3:18])[CH3:1])=[O:4])[S:6][C:7]=2[N:8]=[CH:9][N:10]=1)[CH3:20]. (3) Given the reactants Br[C:2]1[C:3]([C:16]2[CH:21]=[CH:20][CH:19]=[CH:18][CH:17]=2)=[N:4][C:5]2[C:10]([N:11]=1)=[CH:9][C:8]([C:12]([O:14][CH3:15])=[O:13])=[CH:7][CH:6]=2.Cl.[Cl:23][C:24]1[CH:29]=[CH:28][C:27]([CH:30]2[CH2:35][CH2:34][NH:33][CH2:32][CH2:31]2)=[CH:26][CH:25]=1.CCN(C(C)C)C(C)C, predict the reaction product. The product is: [Cl:23][C:24]1[CH:29]=[CH:28][C:27]([CH:30]2[CH2:31][CH2:32][N:33]([C:2]3[C:3]([C:16]4[CH:21]=[CH:20][CH:19]=[CH:18][CH:17]=4)=[N:4][C:5]4[C:10]([N:11]=3)=[CH:9][C:8]([C:12]([O:14][CH3:15])=[O:13])=[CH:7][CH:6]=4)[CH2:34][CH2:35]2)=[CH:26][CH:25]=1. (4) The product is: [NH:20]1[C:19]2[CH2:18][CH2:17][NH:16][C:15](=[O:21])[C:14]=2[CH:13]=[CH:12]1. Given the reactants FC1C(C)=NC2C(N=1)=C([C:12]1[NH:20][C:19]3[CH2:18][CH2:17][NH:16][C:15](=[O:21])[C:14]=3[CH:13]=1)C=CC=2.Cl.FC1(F)CC(N)C1.CCN(C(C)C)C(C)C.CO.C(Cl)Cl, predict the reaction product. (5) Given the reactants [S:1]1[CH:5]=[CH:4][C:3]2[CH:6]=[CH:7][C:8]([N:10]3[CH2:18][C:17]4[C:12](=[CH:13][C:14]([N+:19]([O-])=O)=[CH:15][CH:16]=4)[C:11]3=[O:22])=[CH:9][C:2]1=2.[Cl-].[NH4+].CO, predict the reaction product. The product is: [NH2:19][C:14]1[CH:13]=[C:12]2[C:17]([CH2:18][N:10]([C:8]3[CH:7]=[CH:6][C:3]4[CH:4]=[CH:5][S:1][C:2]=4[CH:9]=3)[C:11]2=[O:22])=[CH:16][CH:15]=1. (6) Given the reactants [CH2:1]1[C:9]2[C:4](=[CH:5][CH:6]=[CH:7][CH:8]=2)[CH2:3][C:2]1=O.[NH:11]1[CH2:15][CH2:14][CH2:13][CH2:12]1.O, predict the reaction product. The product is: [CH2:1]1[C:9]2[C:4](=[CH:5][CH:6]=[CH:7][CH:8]=2)[CH:3]=[C:2]1[N:11]1[CH2:15][CH2:14][CH2:13][CH2:12]1.